This data is from Reaction yield outcomes from USPTO patents with 853,638 reactions. The task is: Predict the reaction yield, written as a fraction of the theoretical maximum amount of product (1.0 means a 100% yield; for example, 0.34 means a 34% yield). (1) The reactants are [O:1]1[CH2:16][CH:2]1[CH2:3][O:4][C:5]1[CH:10]=[CH:9][C:8]([CH2:11][C:12]([O:14][CH3:15])=[O:13])=[CH:7][CH:6]=1.[CH:17]([NH2:20])([CH3:19])[CH3:18].O. No catalyst specified. The product is [OH:1][CH:2]([CH2:16][NH:20][CH:17]([CH3:19])[CH3:18])[CH2:3][O:4][C:5]1[CH:10]=[CH:9][C:8]([CH2:11][C:12]([O:14][CH3:15])=[O:13])=[CH:7][CH:6]=1. The yield is 1.00. (2) The reactants are [ClH:1].C(OCC)(=O)C.[F:8][C:9]1[CH:10]=[C:11]([NH:20][C:21]([C@H:23]2[C:32]3[C:27](=[CH:28][C:29]([CH2:33][O:34][CH3:35])=[CH:30][CH:31]=3)[CH2:26][CH2:25][N:24]2C(OC(C)(C)C)=O)=[O:22])[CH:12]=[C:13]2[C:17]=1[C:16]([CH3:19])([CH3:18])[CH2:15][CH2:14]2. The catalyst is C(OCC)(=O)C. The product is [ClH:1].[F:8][C:9]1[CH:10]=[C:11]([NH:20][C:21]([C@H:23]2[C:32]3[C:27](=[CH:28][C:29]([CH2:33][O:34][CH3:35])=[CH:30][CH:31]=3)[CH2:26][CH2:25][NH:24]2)=[O:22])[CH:12]=[C:13]2[C:17]=1[C:16]([CH3:19])([CH3:18])[CH2:15][CH2:14]2. The yield is 1.09. (3) The reactants are C([N:8]1[C:12]([CH:13]([CH2:18][N+:19]([O-])=O)[CH2:14][CH:15]([CH3:17])[CH3:16])=[N:11][N:10]=[N:9]1)C1C=CC=CC=1.Cl. The catalyst is CO.[Pd]. The product is [CH3:16][CH:15]([CH3:17])[CH2:14][CH:13]([C:12]1[NH:8][N:9]=[N:10][N:11]=1)[CH2:18][NH2:19]. The yield is 0.400. (4) The reactants are C([O:4][C@@H:5]1[C@H:9]([O:10][CH2:11][C:12]2[CH:17]=[CH:16][CH:15]=[CH:14][CH:13]=2)[C@:8]([CH2:21][O:22][CH2:23][C:24]2[CH:29]=[CH:28][CH:27]=[CH:26][CH:25]=2)([CH:18]([F:20])[F:19])[O:7][C@H:6]1[N:30]1[CH:38]=[N:37][C:36]2[C:31]1=[N:32][CH:33]=[N:34][C:35]=2[NH:39]C(=O)C1C=CC=CC=1)(=O)C.CO. The catalyst is N. The product is [NH2:39][C:35]1[N:34]=[CH:33][N:32]=[C:31]2[C:36]=1[N:37]=[CH:38][N:30]2[C@H:6]1[C@H:5]([OH:4])[C@H:9]([O:10][CH2:11][C:12]2[CH:13]=[CH:14][CH:15]=[CH:16][CH:17]=2)[C@:8]([CH2:21][O:22][CH2:23][C:24]2[CH:29]=[CH:28][CH:27]=[CH:26][CH:25]=2)([CH:18]([F:20])[F:19])[O:7]1. The yield is 0.920. (5) The reactants are Cl.[Br:2][C:3]1[CH:4]=[C:5]([CH:9]=[CH:10][C:11]=1[O:12][C:13]([F:16])([F:15])[F:14])[C:6]([OH:8])=[O:7].[CH3:17]O. The catalyst is CCCCCC. The product is [Br:2][C:3]1[CH:4]=[C:5]([CH:9]=[CH:10][C:11]=1[O:12][C:13]([F:14])([F:15])[F:16])[C:6]([O:8][CH3:17])=[O:7]. The yield is 0.890. (6) The product is [O:28]=[C:22]1[CH:21]([N:14]2[CH2:13][C:12]3[C:16](=[CH:17][CH:18]=[CH:19][C:11]=3[CH2:10][NH:9][C:30](=[O:37])[C:31]3[CH:36]=[CH:35][N:34]=[CH:33][CH:32]=3)[C:15]2=[O:20])[CH2:26][CH2:25][C:24](=[O:27])[NH:23]1. The catalyst is C1COCC1. The reactants are C(N(CC)CC)C.Cl.[NH2:9][CH2:10][C:11]1[CH:19]=[CH:18][CH:17]=[C:16]2[C:12]=1[CH2:13][N:14]([CH:21]1[CH2:26][CH2:25][C:24](=[O:27])[NH:23][C:22]1=[O:28])[C:15]2=[O:20].Cl.[C:30](Cl)(=[O:37])[C:31]1[CH:36]=[CH:35][N:34]=[CH:33][CH:32]=1. The yield is 0.630. (7) The reactants are [OH-].[Na+].C[O:4][C:5](=[O:40])[CH2:6][C:7]1[CH:12]=[CH:11][C:10]([C:13]2[CH:18]=[CH:17][C:16]([C:19]([CH2:37][CH3:38])([C:22]3[CH:27]=[CH:26][C:25](/[CH:28]=[CH:29]/[C:30]4([OH:35])[CH2:34][CH2:33][CH2:32][CH2:31]4)=[C:24]([CH3:36])[CH:23]=3)[CH2:20][CH3:21])=[CH:15][C:14]=2[CH3:39])=[CH:9][CH:8]=1.[Cl-].[NH4+]. The catalyst is CO.O1CCCC1. The product is [CH2:20]([C:19]([C:16]1[CH:17]=[CH:18][C:13]([C:10]2[CH:9]=[CH:8][C:7]([CH2:6][C:5]([OH:40])=[O:4])=[CH:12][CH:11]=2)=[C:14]([CH3:39])[CH:15]=1)([C:22]1[CH:27]=[CH:26][C:25](/[CH:28]=[CH:29]/[C:30]2([OH:35])[CH2:34][CH2:33][CH2:32][CH2:31]2)=[C:24]([CH3:36])[CH:23]=1)[CH2:37][CH3:38])[CH3:21]. The yield is 0.470. (8) The reactants are [Cl:1][C:2]1[CH:7]=[CH:6][C:5]([CH3:8])=[CH:4][C:3]=1[O:9][CH3:10].C1C(=O)N([Br:18])C(=O)C1.CC(N=NC(C#N)(C)C)(C#N)C. The catalyst is C(Cl)(Cl)(Cl)Cl. The product is [Br:18][CH2:8][C:5]1[CH:6]=[CH:7][C:2]([Cl:1])=[C:3]([O:9][CH3:10])[CH:4]=1. The yield is 0.920. (9) The reactants are [Br:1][C:2]1[C:10]2[CH:9]=[CH:8][C:7](=[O:11])[N:6]([C:12]3[C:17]([F:18])=[CH:16][CH:15]=[CH:14][C:13]=3[F:19])[C:5]=2[S:4][C:3]=1[C:20]([O:22]CC)=[O:21].O.O[Li].O. The catalyst is C(O)C. The product is [Br:1][C:2]1[C:10]2[CH:9]=[CH:8][C:7](=[O:11])[N:6]([C:12]3[C:17]([F:18])=[CH:16][CH:15]=[CH:14][C:13]=3[F:19])[C:5]=2[S:4][C:3]=1[C:20]([OH:22])=[O:21]. The yield is 0.980. (10) The reactants are Cl[C:2]1[C:11]2[C:6](=[CH:7][C:8]([O:12][CH2:13][CH2:14][CH2:15][Cl:16])=[CH:9][CH:10]=2)[N:5]=[CH:4][N:3]=1.[NH2:17][C:18]1[CH:22]=[C:21]([CH2:23][C:24]([OH:26])=[O:25])[NH:20][N:19]=1.Cl.O1CCOCC1. The catalyst is CN(C)C=O.O. The product is [Cl:16][CH2:15][CH2:14][CH2:13][O:12][C:8]1[CH:7]=[C:6]2[C:11]([C:2]([NH:17][C:18]3[CH:22]=[C:21]([CH2:23][C:24]([OH:26])=[O:25])[NH:20][N:19]=3)=[N:3][CH:4]=[N:5]2)=[CH:10][CH:9]=1. The yield is 0.820.